From a dataset of Peptide-MHC class I binding affinity with 185,985 pairs from IEDB/IMGT. Regression. Given a peptide amino acid sequence and an MHC pseudo amino acid sequence, predict their binding affinity value. This is MHC class I binding data. (1) The peptide sequence is NLAPHLLLI. The MHC is HLA-A02:03 with pseudo-sequence HLA-A02:03. The binding affinity (normalized) is 1.00. (2) The peptide sequence is VYTQLCDHR. The MHC is HLA-A33:01 with pseudo-sequence HLA-A33:01. The binding affinity (normalized) is 0.302. (3) The MHC is Mamu-A02 with pseudo-sequence Mamu-A02. The peptide sequence is GSENLYSLY. The binding affinity (normalized) is 1.00.